This data is from Full USPTO retrosynthesis dataset with 1.9M reactions from patents (1976-2016). The task is: Predict the reactants needed to synthesize the given product. Given the product [Br:29][C:30]1[CH:31]=[C:32]2[C:36](=[CH:37][CH:38]=1)[NH:35][C:34]([C:48]([NH2:7])=[O:50])=[C:33]2[S:53]([N:76]1[CH2:77][CH2:78][C:79](=[O:80])[N:73]([CH2:72][CH2:71][N:70]([CH3:81])[CH3:69])[CH2:74][CH2:75]1)(=[O:54])=[O:55], predict the reactants needed to synthesize it. The reactants are: ClC1C=C2C(=CC=1)[N:7](S(C1C=CC=CC=1)(=O)=O)C(C(OCC)=O)=C2S(Cl)(=O)=O.[Br:29][C:30]1[CH:31]=[C:32]2[C:36](=[CH:37][CH:38]=1)[N:35](S(C1C=CC=CC=1)(=O)=O)[C:34]([C:48]([O:50]CC)=O)=[C:33]2[S:53](Cl)(=[O:55])=[O:54].N1CCOCC1.C(O)(=O)C(O)=O.[CH3:69][N:70]([CH3:81])[CH2:71][CH2:72][N:73]1[C:79](=[O:80])[CH2:78][CH2:77][NH:76][CH2:75][CH2:74]1.